This data is from Forward reaction prediction with 1.9M reactions from USPTO patents (1976-2016). The task is: Predict the product of the given reaction. (1) Given the reactants OC(C(F)(F)F)=O.[NH2:8][C@@H:9]([CH2:27][C:28]1[CH:33]=[CH:32][C:31]([O:34][CH3:35])=[CH:30][CH:29]=1)[C:10]([NH:12][C@@H:13]([CH2:20][C:21]1[CH:26]=[CH:25][CH:24]=[CH:23][CH:22]=1)[C:14]([C@@:16]1([CH3:19])[CH2:18][O:17]1)=[O:15])=[O:11].[C:36]([O:40][C:41]([NH:43][C@@H:44]([CH3:48])[C:45](O)=[O:46])=[O:42])([CH3:39])([CH3:38])[CH3:37].CN(C(ON1N=NC2C=CC=NC1=2)=[N+](C)C)C.F[P-](F)(F)(F)(F)F.CCN(C(C)C)C(C)C, predict the reaction product. The product is: [CH3:35][O:34][C:31]1[CH:30]=[CH:29][C:28]([CH2:27][C@H:9]([NH:8][C:45](=[O:46])[C@@H:44]([NH:43][C:41](=[O:42])[O:40][C:36]([CH3:38])([CH3:37])[CH3:39])[CH3:48])[C:10]([NH:12][C@@H:13]([CH2:20][C:21]2[CH:26]=[CH:25][CH:24]=[CH:23][CH:22]=2)[C:14]([C@@:16]2([CH3:19])[CH2:18][O:17]2)=[O:15])=[O:11])=[CH:33][CH:32]=1. (2) Given the reactants C(N(CC)CC)C.[NH2:8][CH:9]1[CH2:15][N:14]([C:16]([O:18][CH2:19][C:20]2[CH:25]=[CH:24][CH:23]=[CH:22][CH:21]=2)=[O:17])[CH2:13][CH2:12][NH:11][C:10]1=[O:26].[C:27](O[C:27]([O:29][C:30]([CH3:33])([CH3:32])[CH3:31])=[O:28])([O:29][C:30]([CH3:33])([CH3:32])[CH3:31])=[O:28].O, predict the reaction product. The product is: [C:30]([O:29][C:27]([NH:8][CH:9]1[CH2:15][N:14]([C:16]([O:18][CH2:19][C:20]2[CH:21]=[CH:22][CH:23]=[CH:24][CH:25]=2)=[O:17])[CH2:13][CH2:12][NH:11][C:10]1=[O:26])=[O:28])([CH3:33])([CH3:32])[CH3:31]. (3) Given the reactants [CH3:1][N:2]([CH3:17])[C@H:3]1[CH2:8][CH2:7][C@H:6]([NH:9]C(=O)OC(C)(C)C)[CH2:5][CH2:4]1.C(O)(C(F)(F)F)=O, predict the reaction product. The product is: [CH3:1][N:2]([CH3:17])[C@H:3]1[CH2:8][CH2:7][C@H:6]([NH2:9])[CH2:5][CH2:4]1. (4) Given the reactants [CH:1]1([C:4]2[C:5]([O:14][CH2:15][C@H:16]3[CH2:21][CH2:20][C@H:19]([C:22]([F:25])([F:24])[F:23])[CH2:18][CH2:17]3)=[CH:6][C:7]([F:13])=[C:8]([CH:12]=2)[C:9]([OH:11])=O)[CH2:3][CH2:2]1.N1(S(N)(=O)=O)CCC1.[CH:34]1([S:37]([NH2:40])(=[O:39])=[O:38])[CH2:36][CH2:35]1, predict the reaction product. The product is: [CH:1]1([C:4]2[C:5]([O:14][CH2:15][C@H:16]3[CH2:17][CH2:18][C@H:19]([C:22]([F:25])([F:23])[F:24])[CH2:20][CH2:21]3)=[CH:6][C:7]([F:13])=[C:8]([CH:12]=2)[C:9]([NH:40][S:37]([CH:34]2[CH2:36][CH2:35]2)(=[O:39])=[O:38])=[O:11])[CH2:3][CH2:2]1.